From a dataset of Full USPTO retrosynthesis dataset with 1.9M reactions from patents (1976-2016). Predict the reactants needed to synthesize the given product. (1) The reactants are: [NH2:1][C@@H:2]([C:9]1[CH:14]=[CH:13][CH:12]=[CH:11][C:10]=1[F:15])[CH2:3][C:4]([O:6]CC)=[O:5].[CH3:16][C:17]([O:20][C:21](O[C:21]([O:20][C:17]([CH3:19])([CH3:18])[CH3:16])=[O:22])=[O:22])([CH3:19])[CH3:18]. Given the product [C:21]([NH:1][C@@H:2]([C:9]1[CH:14]=[CH:13][CH:12]=[CH:11][C:10]=1[F:15])[CH2:3][C:4]([OH:6])=[O:5])([O:20][C:17]([CH3:19])([CH3:18])[CH3:16])=[O:22], predict the reactants needed to synthesize it. (2) Given the product [NH2:26][C:23]1[N:24]=[CH:25][C:20]([C:18]2[CH:17]=[N:16][N:15]([C@H:12]3[CH2:11][CH2:10][C@H:9]([OH:8])[CH2:14][CH2:13]3)[CH:19]=2)=[C:21]2[C:29]([CH3:30])=[C:28]([C:40]3[C:48]4[S:47][N:46]=[N:45][C:44]=4[CH:43]=[CH:42][CH:41]=3)[O:27][C:22]=12, predict the reactants needed to synthesize it. The reactants are: [Si]([O:8][C@H:9]1[CH2:14][CH2:13][C@H:12]([N:15]2[CH:19]=[C:18]([C:20]3[CH:25]=[N:24][C:23]([NH2:26])=[C:22]4[O:27][C:28](Cl)=[C:29]([CH3:30])[C:21]=34)[CH:17]=[N:16]2)[CH2:11][CH2:10]1)(C(C)(C)C)(C)C.CC1(C)C(C)(C)OB([C:40]2[C:48]3[S:47][N:46]=[N:45][C:44]=3[CH:43]=[CH:42][CH:41]=2)O1.